Task: Binary Classification. Given two protein amino acid sequences, predict whether they physically interact or not.. Dataset: Human Reference Interactome with 51,813 positive PPI pairs across 8,248 proteins, plus equal number of experimentally-validated negative pairs (1) Result: 0 (the proteins do not interact). Protein 1 (ENSG00000206203) has sequence MDDATVLRKKGYIVGINLGKGSYAKVKSAYSERLKFNVAVKIIDRKKTPTDFVERFLPREMDILATVNHGSIIKTYEIFETSDGRIYIIMELGVQGDLLEFIKCQGALHEDVARKMFRQLSSAVKYCHDLDIVHRDLKCENLLLDKDFNIKLSDFGFSKRCLRDSNGRIILSKTFCGSAAYAAPEVLQSIPYQPKVYDIWSLGVILYIMVCGSMPYDDSDIRKMLRIQKEHRVDFPRSKNLTCECKDLIYRMLQPDVSQRLHIDEILSHSWLQPPKPKATSSASFKREGEGKYRAECKLD.... Protein 2 (ENSG00000108861) has sequence MSGSFELSVQDLNDLLSDGSGCYSLPSQPCNEVTPRIYVGNASVAQDIPKLQKLGITHVLNAAEGRSFMHVNTNANFYKDSGITYLGIKANDTQEFNLSAYFERAADFIDQALAQKNGRVLVHCREGYSRSPTLVIAYLMMRQKMDVKSALSIVRQNREIGPNDGFLAQLCQLNDRLAKEGKLKP*XAYFERAADFIDQALAQKNDGVSLLLPRLKSNGAILAHRNLHLPGRVLVHCREGYSRSPTLVIAYLMMRQKMDVKSALSIVRQNREIGPNDGFLAQLCQLNDRLAKEGKLKP*M.... (2) Protein 1 (ENSG00000132481) has sequence MDGSGPFSCPICLEPLREPVTLPCGHNFCLACLGALWPHRGASGAGGPGGAARCPLCQEPFPDGLQLRKNHTLSELLQLRQGSGPGSGPGPAPALAPEPSAPSALPSVPEPSAPCAPEPWPAGEEPVRCDACPEGAALPAALSCLSCLASFCPAHLGPHERSPALRGHRLVPPLRRLEESLCPRHLRPLERYCRAERVCLCEACAAQEHRGHELVPLEQERALQEAEQSKVLSAVEDRMDELGAGIAQSRRTVALIKSAAVAERERVSRLFADAAAALQGFQTQVLGFIEEGEAAMLGRS.... Result: 0 (the proteins do not interact). Protein 2 (ENSG00000143340) has sequence MTAGTVVITGGILATVILLCIIAVLCYCRLQYYCCKKSGTEVADEEEEREHDLPTHPRGPTCNACSSQALDGRGSLAPLTSEPCSQPCGVAASHCTTCSPYSSPFYIRTADMVPNGGGGERLSFAPTYYKEGGPPSLKLAAPQSYPVTWPGSGREAFTNPRAISTDV*.